From a dataset of Forward reaction prediction with 1.9M reactions from USPTO patents (1976-2016). Predict the product of the given reaction. (1) Given the reactants C[N+](CCOP(O[CH2:12][C@H:13]([OH:16])[CH2:14]O)([O-])=O)(C)C.C1N([C@@H:22]2[O:26][C@H:25]([CH2:27]OP([O-])(CP([O-])(O)=O)=O)[C@@H:24](O)[C@H:23]2O)C2NC(N)=NC(=O)C=2N=1.[Na+].[Na+].[OH:47][CH2:48][CH2:49][N+](C)(C)C.[CH2:54](N(CC(O)CS(O)(=O)=O)C1C=CC=C(C)C=1)C.[Na].CCN(C1C=C(C)C=CC=1)CC(O)CS([O-])(=O)=O.[Na+].CC1N(C)N(C2C=CC=CC=2)C(=O)C=1N.[NH2:107][C@H:108]([C:110]([OH:112])=O)[CH3:109], predict the reaction product. The product is: [C:48]([N:107]1[C:108]2[CH:109]=[CH:12][C:13]([OH:16])=[CH:14][C:110]=2[O:112][C:23]2[C:22]1=[CH:54][CH:27]=[C:25]([OH:26])[CH:24]=2)(=[O:47])[CH3:49]. (2) Given the reactants [OH:1][C:2]1[N:10]=[CH:9][CH:8]=[CH:7][C:3]=1[C:4]([OH:6])=[O:5].O.[OH-].[Na+].[Cl:14][C:15]1[CH:16]=[C:17]([CH:20]=[CH:21][CH:22]=1)[CH2:18]Br, predict the reaction product. The product is: [Cl:14][C:15]1[CH:16]=[C:17]([CH:20]=[CH:21][CH:22]=1)[CH2:18][N:10]1[CH:9]=[CH:8][CH:7]=[C:3]([C:4]([OH:6])=[O:5])[C:2]1=[O:1]. (3) Given the reactants [CH3:1][N:2]1[C:6]2[CH:7]=[C:8]([O:21][C:22]3[CH:27]=[CH:26][CH:25]=[C:24]([O:28][CH2:29][C:30]4([CH3:33])[CH2:32][O:31]4)[CH:23]=3)[C:9]([NH:11][S:12]([C:15]3[N:16]=[CH:17][N:18]([CH3:20])[CH:19]=3)(=[O:14])=[O:13])=[CH:10][C:5]=2[N:4]([CH3:34])[C:3]1=[O:35].[OH-].[NH4+:37], predict the reaction product. The product is: [NH2:37][CH2:32][C:30]([OH:31])([CH3:33])[CH2:29][O:28][C:24]1[CH:23]=[C:22]([CH:27]=[CH:26][CH:25]=1)[O:21][C:8]1[C:9]([NH:11][S:12]([C:15]2[N:16]=[CH:17][N:18]([CH3:20])[CH:19]=2)(=[O:14])=[O:13])=[CH:10][C:5]2[N:4]([CH3:34])[C:3](=[O:35])[N:2]([CH3:1])[C:6]=2[CH:7]=1. (4) Given the reactants [F:1][C:2]1[CH:3]=[CH:4][C:5]([O:24][CH2:25][C:26]([F:35])([F:34])[C:27]([F:33])([F:32])[C:28]([F:31])([F:30])[F:29])=[C:6]([C:8]2[CH:13]=[CH:12][CH:11]=[C:10]([C:14]3[N:15]=[C:16]([C:19]([O:21]CC)=[O:20])[NH:17][N:18]=3)[CH:9]=2)[CH:7]=1.[OH-].[Na+].Cl, predict the reaction product. The product is: [F:1][C:2]1[CH:3]=[CH:4][C:5]([O:24][CH2:25][C:26]([F:34])([F:35])[C:27]([F:33])([F:32])[C:28]([F:30])([F:31])[F:29])=[C:6]([C:8]2[CH:13]=[CH:12][CH:11]=[C:10]([C:14]3[N:15]=[C:16]([C:19]([OH:21])=[O:20])[NH:17][N:18]=3)[CH:9]=2)[CH:7]=1. (5) Given the reactants C(OC([NH:8][C:9]1[CH:13]=[C:12]([NH:14][C:15](=[O:38])[CH2:16][C:17]2[CH:22]=[CH:21][C:20]([O:23][C:24]3[C:33]4[C:28](=[CH:29][C:30]([O:36][CH3:37])=[C:31]([O:34][CH3:35])[CH:32]=4)[N:27]=[CH:26][CH:25]=3)=[CH:19][CH:18]=2)[N:11](CC2C=CC(OC)=C(OC)C=2)[N:10]=1)=O)(C)(C)C.FC(F)(F)C(O)=O, predict the reaction product. The product is: [NH2:8][C:9]1[CH:13]=[C:12]([NH:14][C:15](=[O:38])[CH2:16][C:17]2[CH:18]=[CH:19][C:20]([O:23][C:24]3[C:33]4[C:28](=[CH:29][C:30]([O:36][CH3:37])=[C:31]([O:34][CH3:35])[CH:32]=4)[N:27]=[CH:26][CH:25]=3)=[CH:21][CH:22]=2)[NH:11][N:10]=1. (6) Given the reactants [CH3:1][C:2]1[C:11]2[C:6](=[CH:7][CH:8]=[CH:9][CH:10]=2)[NH:5][C:4](=[O:12])[CH:3]=1.[CH2:13]([Li])CCC.IC, predict the reaction product. The product is: [CH2:1]([C:2]1[C:11]2[C:6](=[CH:7][CH:8]=[CH:9][CH:10]=2)[NH:5][C:4](=[O:12])[CH:3]=1)[CH3:13]. (7) The product is: [CH2:1]([N:3]([CH2:26][C:25]1[CH:28]=[CH:29][CH:30]=[C:23]([CH2:21][CH3:22])[CH:24]=1)[C@H:4]1[CH2:8][CH2:7][N:6]([C:9]2[C:14]([C:15]([O:17][CH:18]([CH3:19])[CH3:20])=[O:16])=[CH:13][CH:12]=[CH:11][N:10]=2)[CH2:5]1)[CH3:2]. Given the reactants [CH2:1]([NH:3][C@H:4]1[CH2:8][CH2:7][N:6]([C:9]2[C:14]([C:15]([O:17][CH:18]([CH3:20])[CH3:19])=[O:16])=[CH:13][CH:12]=[CH:11][N:10]=2)[CH2:5]1)[CH3:2].[CH2:21]([C:23]1[CH:24]=[C:25]([CH:28]=[CH:29][CH:30]=1)[CH:26]=O)[CH3:22].[BH-](OC(C)=O)(OC(C)=O)OC(C)=O.[Na+].O, predict the reaction product.